From a dataset of Ames mutagenicity test results for genotoxicity prediction. Regression/Classification. Given a drug SMILES string, predict its toxicity properties. Task type varies by dataset: regression for continuous values (e.g., LD50, hERG inhibition percentage) or binary classification for toxic/non-toxic outcomes (e.g., AMES mutagenicity, cardiotoxicity, hepatotoxicity). Dataset: ames. (1) The compound is CCC(=O)c1c2cccc(O)c2c(O)c2c(O)cccc12. The result is 1 (mutagenic). (2) The compound is CC12OOC1(C)c1c(ccc3ccccc13)O2. The result is 0 (non-mutagenic). (3) The result is 1 (mutagenic). The molecule is O=C1C=C2c3cc4ccccc4cc3-c3cccc(c32)C1=O. (4) The compound is Nc1ccc(F)cc1. The result is 1 (mutagenic).